From a dataset of Reaction yield outcomes from USPTO patents with 853,638 reactions. Predict the reaction yield, written as a fraction of the theoretical maximum amount of product (1.0 means a 100% yield; for example, 0.34 means a 34% yield). (1) The reactants are [Cl:1][C:2]1[CH:7]=[CH:6][C:5]([CH2:8]Cl)=[CH:4][N:3]=1.[CH2:10]([NH2:13])[CH2:11][NH2:12]. No catalyst specified. The product is [Cl:1][C:2]1[N:3]=[CH:4][C:5]([CH2:8][NH:12][CH2:11][CH2:10][NH2:13])=[CH:6][CH:7]=1. The yield is 1.00. (2) The reactants are [NH2:1][C:2]1[CH:28]=[CH:27][C:5]([O:6][CH:7]([CH3:26])[C:8]([O:10][CH2:11][CH2:12][O:13][C:14](=[O:25])[CH:15]([O:17][C:18]2[CH:23]=[CH:22][C:21]([NH2:24])=[CH:20][CH:19]=2)[CH3:16])=[O:9])=[CH:4][CH:3]=1.Cl[C:30](Cl)([O:32]C(=O)OC(Cl)(Cl)Cl)Cl.[O:41]1CCOC[CH2:42]1. No catalyst specified. The product is [N:24]([C:21]1[CH:20]=[CH:19][C:18]([O:17][CH:15]([CH3:16])[C:14]([O:13][CH2:12][CH2:11][O:10][C:8](=[O:9])[CH:7]([O:6][C:5]2[CH:27]=[CH:28][C:2]([N:1]=[C:42]=[O:41])=[CH:3][CH:4]=2)[CH3:26])=[O:25])=[CH:23][CH:22]=1)=[C:30]=[O:32]. The yield is 0.665. (3) The reactants are [OH:1][C:2]1[CH:3]=[C:4]([CH:7]=[CH:8][C:9]=1O)[CH:5]=[O:6].[C:11](=[O:14])([O-])[O-].[Cs+].[Cs+].S(O[CH2:22][CH2:23][CH2:24][CH2:25][CH2:26][CH2:27][CH2:28][CH2:29]/[CH:30]=[CH:31]\[CH2:32][CH2:33][CH2:34][CH2:35][CH2:36][CH2:37][CH2:38][CH3:39])(=O)(=O)C. The catalyst is COCCOCCOC. The product is [CH2:22]([O:1][C:2]1[C:3]([O:14][CH2:11][CH2:22][CH2:23][CH2:24][CH2:25][CH2:26][CH2:27][CH2:28]/[CH:29]=[CH:30]\[CH2:31][CH2:32][CH2:33][CH2:34][CH2:35][CH2:36][CH2:37][CH3:38])=[C:4]([CH:7]=[CH:8][CH:9]=1)[CH:5]=[O:6])[CH2:23][CH2:24][CH2:25][CH2:26][CH2:27][CH2:28][CH2:29]/[CH:30]=[CH:31]\[CH2:32][CH2:33][CH2:34][CH2:35][CH2:36][CH2:37][CH2:38][CH3:39]. The yield is 0.890. (4) The reactants are [N:1]1([C:6]2[N:11]=[C:10]([CH2:12][NH2:13])[CH:9]=[CH:8][CH:7]=2)[CH2:5][CH2:4][CH2:3][CH2:2]1.Cl[C:15]1[CH:16]=[CH:17][C:18]2[N:19]([C:21]([CH3:28])=[C:22]([C:24]([F:27])([F:26])[F:25])[N:23]=2)[N:20]=1.BrC(C)C(=O)C(F)(F)F.C([O-])([O-])=O.[K+].[K+]. The catalyst is CN(C=O)C.CCOC(C)=O. The product is [CH3:28][C:21]1[N:19]2[N:20]=[C:15]([NH:13][CH2:12][C:10]3[CH:9]=[CH:8][CH:7]=[C:6]([N:1]4[CH2:2][CH2:3][CH2:4][CH2:5]4)[N:11]=3)[CH:16]=[CH:17][C:18]2=[N:23][C:22]=1[C:24]([F:26])([F:25])[F:27]. The yield is 0.0600. (5) The reactants are [C:1]([O:5][C:6]([N:8]1[CH2:14][CH2:13][CH2:12][N:11]([C:15]2[CH:16]=[N:17][C:18]([N+:21]([O-])=O)=[CH:19][CH:20]=2)[CH2:10][CH2:9]1)=[O:7])([CH3:4])([CH3:3])[CH3:2].[H][H]. The catalyst is [Pd]. The product is [C:1]([O:5][C:6]([N:8]1[CH2:14][CH2:13][CH2:12][N:11]([C:15]2[CH:16]=[N:17][C:18]([NH2:21])=[CH:19][CH:20]=2)[CH2:10][CH2:9]1)=[O:7])([CH3:4])([CH3:2])[CH3:3]. The yield is 0.980. (6) The catalyst is O1CCCC1.O.C(OCC)(=O)C. The product is [F:37][C:23]1[S:22][C:21]([C:18]2[CH:19]=[CH:20][C:15]([C:12]3[CH:11]=[CH:10][C:9]([C:6]4([C:4]([OH:5])=[O:3])[CH2:8][CH2:7]4)=[CH:14][CH:13]=3)=[CH:16][CH:17]=2)=[C:25]([NH:26][C:27]([O:29][C@@H:30]([C:32]2[CH:36]=[CH:35][S:34][CH:33]=2)[CH3:31])=[O:28])[CH:24]=1. The yield is 0.740. The reactants are C([O:3][C:4]([C:6]1([C:9]2[CH:14]=[CH:13][C:12]([C:15]3[CH:20]=[CH:19][C:18]([C:21]4[S:22][C:23]([F:37])=[CH:24][C:25]=4[NH:26][C:27]([O:29][C@@H:30]([C:32]4[CH:36]=[CH:35][S:34][CH:33]=4)[CH3:31])=[O:28])=[CH:17][CH:16]=3)=[CH:11][CH:10]=2)[CH2:8][CH2:7]1)=[O:5])C.C(O)(C)C.[OH-].[Na+].Cl.